From a dataset of Reaction yield outcomes from USPTO patents with 853,638 reactions. Predict the reaction yield, written as a fraction of the theoretical maximum amount of product (1.0 means a 100% yield; for example, 0.34 means a 34% yield). (1) The reactants are [CH3:1][C:2]1([CH3:29])[O:6][C:5](=[O:7])[N:4]([C:8]2[CH:13]=[CH:12][C:11](B3OC(C)(C)C(C)(C)O3)=[CH:10][CH:9]=2)[C@H:3]1[C:23]1[CH:28]=[CH:27][CH:26]=[CH:25][CH:24]=1.Cl[C:31]1[N:32]=[N:33][CH:34]=[C:35]([Cl:37])[CH:36]=1.C([O-])([O-])=O.[Na+].[Na+]. The catalyst is C1C=CC([P]([Pd]([P](C2C=CC=CC=2)(C2C=CC=CC=2)C2C=CC=CC=2)([P](C2C=CC=CC=2)(C2C=CC=CC=2)C2C=CC=CC=2)[P](C2C=CC=CC=2)(C2C=CC=CC=2)C2C=CC=CC=2)(C2C=CC=CC=2)C2C=CC=CC=2)=CC=1.O1CCOCC1. The product is [Cl:37][C:35]1[CH:36]=[C:31]([C:11]2[CH:12]=[CH:13][C:8]([N:4]3[C@@H:3]([C:23]4[CH:24]=[CH:25][CH:26]=[CH:27][CH:28]=4)[C:2]([CH3:29])([CH3:1])[O:6][C:5]3=[O:7])=[CH:9][CH:10]=2)[N:32]=[N:33][CH:34]=1. The yield is 0.250. (2) The reactants are [CH3:1][O:2][C:3](=[O:29])[CH2:4][CH2:5][CH:6]([NH:14][C:15]([C:17]1[CH:22]=[CH:21][C:20]([C:23]2[CH:28]=[CH:27][CH:26]=[CH:25][CH:24]=2)=[CH:19][CH:18]=1)=[O:16])[C:7]([O:9]C(C)(C)C)=[O:8].C(O)(C(F)(F)F)=O. The catalyst is ClC(Cl)C. The product is [CH3:1][O:2][C:3](=[O:29])[CH2:4][CH2:5][CH:6]([NH:14][C:15]([C:17]1[CH:18]=[CH:19][C:20]([C:23]2[CH:24]=[CH:25][CH:26]=[CH:27][CH:28]=2)=[CH:21][CH:22]=1)=[O:16])[C:7]([OH:9])=[O:8]. The yield is 0.870. (3) The reactants are [CH3:1][O:2][C:3]1[CH:4]=[C:5]([CH2:11][C:12]#[N:13])[CH:6]=[CH:7][C:8]=1[O:9][CH3:10].[F:14][C:15]([F:22])([F:21])[C:16](OCC)=[O:17].[O-]CC.[Na+]. The catalyst is C(O)C. The product is [CH3:1][O:2][C:3]1[CH:4]=[C:5]([CH:11]([C:16](=[O:17])[C:15]([F:22])([F:21])[F:14])[C:12]#[N:13])[CH:6]=[CH:7][C:8]=1[O:9][CH3:10]. The yield is 0.300.